Task: Regression. Given two drug SMILES strings and cell line genomic features, predict the synergy score measuring deviation from expected non-interaction effect.. Dataset: NCI-60 drug combinations with 297,098 pairs across 59 cell lines (1) Drug 1: C1=NNC2=C1C(=O)NC=N2. Drug 2: CN(C(=O)NC(C=O)C(C(C(CO)O)O)O)N=O. Cell line: OVCAR-5. Synergy scores: CSS=3.92, Synergy_ZIP=-1.47, Synergy_Bliss=-2.22, Synergy_Loewe=-2.49, Synergy_HSA=-0.827. (2) Drug 1: CS(=O)(=O)C1=CC(=C(C=C1)C(=O)NC2=CC(=C(C=C2)Cl)C3=CC=CC=N3)Cl. Drug 2: C1C(C(OC1N2C=NC3=C(N=C(N=C32)Cl)N)CO)O. Cell line: SK-MEL-2. Synergy scores: CSS=0.0505, Synergy_ZIP=0.791, Synergy_Bliss=2.72, Synergy_Loewe=-7.83, Synergy_HSA=-2.49. (3) Drug 1: C1CN1C2=NC(=NC(=N2)N3CC3)N4CC4. Drug 2: CCC1(C2=C(COC1=O)C(=O)N3CC4=CC5=C(C=CC(=C5CN(C)C)O)N=C4C3=C2)O.Cl. Cell line: MALME-3M. Synergy scores: CSS=24.5, Synergy_ZIP=-4.28, Synergy_Bliss=-0.153, Synergy_Loewe=1.95, Synergy_HSA=3.00. (4) Drug 1: CC1OCC2C(O1)C(C(C(O2)OC3C4COC(=O)C4C(C5=CC6=C(C=C35)OCO6)C7=CC(=C(C(=C7)OC)O)OC)O)O. Drug 2: C1=NC2=C(N1)C(=S)N=C(N2)N. Cell line: SF-539. Synergy scores: CSS=42.3, Synergy_ZIP=-3.53, Synergy_Bliss=-4.52, Synergy_Loewe=1.59, Synergy_HSA=2.06. (5) Drug 1: CN(C)C1=NC(=NC(=N1)N(C)C)N(C)C. Drug 2: CCCCC(=O)OCC(=O)C1(CC(C2=C(C1)C(=C3C(=C2O)C(=O)C4=C(C3=O)C=CC=C4OC)O)OC5CC(C(C(O5)C)O)NC(=O)C(F)(F)F)O. Cell line: NCI/ADR-RES. Synergy scores: CSS=-5.92, Synergy_ZIP=-0.163, Synergy_Bliss=-5.79, Synergy_Loewe=-8.39, Synergy_HSA=-7.35. (6) Drug 1: CC1OCC2C(O1)C(C(C(O2)OC3C4COC(=O)C4C(C5=CC6=C(C=C35)OCO6)C7=CC(=C(C(=C7)OC)O)OC)O)O. Drug 2: C1CN1P(=S)(N2CC2)N3CC3. Cell line: M14. Synergy scores: CSS=9.41, Synergy_ZIP=-6.06, Synergy_Bliss=-5.55, Synergy_Loewe=-9.45, Synergy_HSA=-5.43. (7) Drug 1: COC1=C(C=C2C(=C1)N=CN=C2NC3=CC(=C(C=C3)F)Cl)OCCCN4CCOCC4. Drug 2: C1=C(C(=O)NC(=O)N1)N(CCCl)CCCl. Cell line: MCF7. Synergy scores: CSS=24.9, Synergy_ZIP=-8.22, Synergy_Bliss=-5.42, Synergy_Loewe=-3.62, Synergy_HSA=-1.76. (8) Drug 1: CC1CCC2CC(C(=CC=CC=CC(CC(C(=O)C(C(C(=CC(C(=O)CC(OC(=O)C3CCCCN3C(=O)C(=O)C1(O2)O)C(C)CC4CCC(C(C4)OC)OCCO)C)C)O)OC)C)C)C)OC. Drug 2: C1CN(P(=O)(OC1)NCCCl)CCCl. Cell line: COLO 205. Synergy scores: CSS=-2.86, Synergy_ZIP=9.92, Synergy_Bliss=9.33, Synergy_Loewe=2.29, Synergy_HSA=-0.693. (9) Drug 1: CC1C(C(CC(O1)OC2CC(CC3=C2C(=C4C(=C3O)C(=O)C5=C(C4=O)C(=CC=C5)OC)O)(C(=O)C)O)N)O.Cl. Drug 2: CC1C(C(=O)NC(C(=O)N2CCCC2C(=O)N(CC(=O)N(C(C(=O)O1)C(C)C)C)C)C(C)C)NC(=O)C3=C4C(=C(C=C3)C)OC5=C(C(=O)C(=C(C5=N4)C(=O)NC6C(OC(=O)C(N(C(=O)CN(C(=O)C7CCCN7C(=O)C(NC6=O)C(C)C)C)C)C(C)C)C)N)C. Cell line: MDA-MB-231. Synergy scores: CSS=9.36, Synergy_ZIP=3.14, Synergy_Bliss=3.87, Synergy_Loewe=3.07, Synergy_HSA=3.30.